This data is from Catalyst prediction with 721,799 reactions and 888 catalyst types from USPTO. The task is: Predict which catalyst facilitates the given reaction. (1) Reactant: Br[CH:2]([CH2:11][C:12]1[CH:17]=[CH:16][CH:15]=[CH:14][CH:13]=1)[C:3]([C:5]1[CH:10]=[CH:9][CH:8]=[CH:7][CH:6]=1)=O.[NH2:18][C:19]([NH2:21])=[S:20]. Product: [CH2:11]([C:2]1[S:20][C:19]([NH2:21])=[N:18][C:3]=1[C:5]1[CH:10]=[CH:9][CH:8]=[CH:7][CH:6]=1)[C:12]1[CH:17]=[CH:16][CH:15]=[CH:14][CH:13]=1. The catalyst class is: 8. (2) Reactant: [C:1]([C:3]1[CH:4]=[C:5]2[N:11]=[C:10]([C:12]([C:24]3[C:32]([O:33][CH3:34])=[CH:31][C:30]([CH3:35])=[C:29]4[C:25]=3[CH:26]=[CH:27][N:28]4[C:36]([O:38][C:39]([CH3:42])([CH3:41])[CH3:40])=[O:37])([NH:14][S:15]([CH2:18][CH2:19][Si:20]([CH3:23])([CH3:22])[CH3:21])(=[O:17])=[O:16])[CH3:13])[N:9]([CH2:43][O:44][CH2:45][CH2:46][Si:47]([CH3:50])([CH3:49])[CH3:48])[C:6]2=[N:7][CH:8]=1)#[N:2].[C:51]([O-])([O-])=O.[K+].[K+].CI. Product: [C:1]([C:3]1[CH:4]=[C:5]2[N:11]=[C:10]([C:12]([C:24]3[C:32]([O:33][CH3:34])=[CH:31][C:30]([CH3:35])=[C:29]4[C:25]=3[CH:26]=[CH:27][N:28]4[C:36]([O:38][C:39]([CH3:40])([CH3:41])[CH3:42])=[O:37])([N:14]([CH3:51])[S:15]([CH2:18][CH2:19][Si:20]([CH3:23])([CH3:22])[CH3:21])(=[O:17])=[O:16])[CH3:13])[N:9]([CH2:43][O:44][CH2:45][CH2:46][Si:47]([CH3:48])([CH3:49])[CH3:50])[C:6]2=[N:7][CH:8]=1)#[N:2]. The catalyst class is: 95. (3) Reactant: Cl[CH2:2][CH2:3][CH2:4][CH2:5][O:6][C:7]1[CH:12]=[CH:11][CH:10]=[CH:9][CH:8]=1.CCN(C(C)C)C(C)C.[CH3:22][C:23]1[S:24][C:25]2[CH:31]=[CH:30][C:29]([O:32][CH2:33][CH:34]([OH:42])[CH2:35][N:36]3[CH2:41][CH2:40][NH:39][CH2:38][CH2:37]3)=[CH:28][C:26]=2[N:27]=1. Product: [CH3:22][C:23]1[S:24][C:25]2[CH:31]=[CH:30][C:29]([O:32][CH2:33][C@H:34]([OH:42])[CH2:35][N:36]3[CH2:37][CH2:38][N:39]([CH2:2][CH2:3][CH2:4][CH2:5][O:6][C:7]4[CH:12]=[CH:11][CH:10]=[CH:9][CH:8]=4)[CH2:40][CH2:41]3)=[CH:28][C:26]=2[N:27]=1. The catalyst class is: 14. (4) Reactant: [O:1]=[C:2]1[CH2:7][CH2:6][N:5]([C:8]([O:10][C:11]([CH3:14])([CH3:13])[CH3:12])=[O:9])[CH2:4][CH:3]1[C:15]([O:17][CH2:18][CH3:19])=[O:16].CC(O[CH:25](N(C)C)[N:26]([CH3:28])[CH3:27])(C)C. Product: [CH3:25][N:26]([CH:28]=[C:7]1[CH2:6][N:5]([C:8]([O:10][C:11]([CH3:12])([CH3:13])[CH3:14])=[O:9])[CH2:4][CH:3]([C:15]([O:17][CH2:18][CH3:19])=[O:16])[C:2]1=[O:1])[CH3:27]. The catalyst class is: 11. (5) Reactant: [H-].[Na+].[NH2:3][C@@H:4]1[C:13]2[C:8](=[CH:9][CH:10]=[CH:11][CH:12]=2)[C@@H:7]([OH:14])[CH2:6][CH2:5]1.F[C:16]1[CH:17]=[CH:18][C:19]2[N:20]([C:22]([CH:25]([CH3:27])[CH3:26])=[N:23][N:24]=2)[CH:21]=1. Product: [CH:25]([C:22]1[N:20]2[CH:21]=[C:16]([O:14][C@@H:7]3[C:8]4[C:13](=[CH:12][CH:11]=[CH:10][CH:9]=4)[C@@H:4]([NH2:3])[CH2:5][CH2:6]3)[CH:17]=[CH:18][C:19]2=[N:24][N:23]=1)([CH3:27])[CH3:26]. The catalyst class is: 3. (6) Reactant: [N:1]1[C:10]2[CH:9]([NH:11][CH2:12][CH2:13][CH2:14][CH2:15][NH:16]C(=O)OC(C)(C)C)[CH2:8][CH2:7][CH2:6][C:5]=2[CH:4]=[CH:3][CH:2]=1.[N:24]1([C:30]2[N:35]3[CH:36]=[C:37]([CH:39]=O)[N:38]=[C:34]3[CH:33]=[CH:32][CH:31]=2)[CH2:29][CH2:28][O:27][CH2:26][CH2:25]1.C(O)(=O)C.C(O[BH-](OC(=O)C)OC(=O)C)(=O)C.[Na+]. Product: [N:24]1([C:30]2[N:35]3[CH:36]=[C:37]([CH2:39][N:11]([CH:9]4[C:10]5[N:1]=[CH:2][CH:3]=[CH:4][C:5]=5[CH2:6][CH2:7][CH2:8]4)[CH2:12][CH2:13][CH2:14][CH2:15][NH2:16])[N:38]=[C:34]3[CH:33]=[CH:32][CH:31]=2)[CH2:29][CH2:28][O:27][CH2:26][CH2:25]1. The catalyst class is: 68. (7) Reactant: CI.[N+:3]([C:6]1[CH:14]=[CH:13][C:9]([C:10]([OH:12])=[O:11])=[CH:8][C:7]=1[C:15]([F:18])([F:17])[F:16])([O-:5])=[O:4].[C:19](=O)([O-])[O-].[K+].[K+].C(OCC)C. Product: [N+:3]([C:6]1[CH:14]=[CH:13][C:9]([C:10]([O:12][CH3:19])=[O:11])=[CH:8][C:7]=1[C:15]([F:16])([F:17])[F:18])([O-:5])=[O:4]. The catalyst class is: 3. (8) Reactant: [CH:1]12[NH:8][CH:5]([CH2:6][CH2:7]1)[CH2:4][CH:3]([CH2:9][OH:10])[CH2:2]2.C(=O)(O)[O-].[Na+].Cl[C:17]([O:19][CH2:20][C:21]1[CH:26]=[CH:25][CH:24]=[CH:23][CH:22]=1)=[O:18]. Product: [OH:10][CH2:9][CH:3]1[CH2:2][CH:1]2[N:8]([C:17]([O:19][CH2:20][C:21]3[CH:26]=[CH:25][CH:24]=[CH:23][CH:22]=3)=[O:18])[CH:5]([CH2:6][CH2:7]2)[CH2:4]1. The catalyst class is: 4.